Dataset: Catalyst prediction with 721,799 reactions and 888 catalyst types from USPTO. Task: Predict which catalyst facilitates the given reaction. (1) Reactant: [CH3:1][N:2]1[C:6]([CH3:7])=[C:5]([NH:8][C:9]([O:11][C@@H:12]([C:14]2[CH:19]=[CH:18][CH:17]=[CH:16][CH:15]=2)[CH3:13])=[O:10])[C:4]([C:20]2[CH:28]=[CH:27][C:23]([C:24](O)=[O:25])=[CH:22][CH:21]=2)=[N:3]1.ON1C2C=CC=CC=2N=N1.CCN=C=NCCCN(C)C.C(N(C(C)C)CC)(C)C.[CH3:59][O:60][C:61](=[O:71])[C@@H:62]([CH2:64][C:65]1[CH:70]=[CH:69][CH:68]=[CH:67][CH:66]=1)[NH2:63]. Product: [CH3:59][O:60][C:61](=[O:71])[C@H:62]([NH:63][C:24](=[O:25])[C:23]1[CH:27]=[CH:28][C:20]([C:4]2[C:5]([NH:8][C:9]([O:11][C@@H:12]([C:14]3[CH:19]=[CH:18][CH:17]=[CH:16][CH:15]=3)[CH3:13])=[O:10])=[C:6]([CH3:7])[N:2]([CH3:1])[N:3]=2)=[CH:21][CH:22]=1)[CH2:64][C:65]1[CH:70]=[CH:69][CH:68]=[CH:67][CH:66]=1. The catalyst class is: 434. (2) Reactant: [CH2:1]1[CH2:5][O:4][CH2:3][CH2:2]1.[CH3:6][C:7]([CH3:9])=O.[OH2:10].I([O-])(=O)(=O)=O.[Na+].[C:17]([O:20][CH2:21]C)(=[O:19])[CH3:18]. Product: [CH:6]([C:7]1[C:2]2[C:1](=[CH:5][CH:1]=[CH:2][CH:3]=2)[C:5]([O:4][CH3:3])=[C:18]([C:17]([O:20][CH3:21])=[O:19])[CH:9]=1)=[O:10]. The catalyst class is: 771.